Predict the product of the given reaction. From a dataset of Forward reaction prediction with 1.9M reactions from USPTO patents (1976-2016). Given the reactants [C:1](OC(=O)C)(=[O:3])[CH3:2].[C:8]([O:12][C:13]([N:15]1[C@@H:20]([C@@H:21]([OH:36])[C@@H:22]([NH2:35])[CH2:23][C:24]2[CH:29]=[C:28]([F:30])[CH:27]=[C:26]([O:31][CH2:32][CH2:33][CH3:34])[CH:25]=2)[CH2:19][O:18][C@@H:17]([O:37][CH2:38][C:39]([CH3:43])([CH3:42])[CH2:40][F:41])[C@@H:16]1[CH3:44])=[O:14])([CH3:11])([CH3:10])[CH3:9].C(N(CC)CC)C, predict the reaction product. The product is: [C:8]([O:12][C:13]([N:15]1[C@@H:20]([C@@H:21]([OH:36])[C@@H:22]([NH:35][C:1](=[O:3])[CH3:2])[CH2:23][C:24]2[CH:29]=[C:28]([F:30])[CH:27]=[C:26]([O:31][CH2:32][CH2:33][CH3:34])[CH:25]=2)[CH2:19][O:18][C@@H:17]([O:37][CH2:38][C:39]([CH3:42])([CH3:43])[CH2:40][F:41])[C@@H:16]1[CH3:44])=[O:14])([CH3:11])([CH3:10])[CH3:9].